This data is from Catalyst prediction with 721,799 reactions and 888 catalyst types from USPTO. The task is: Predict which catalyst facilitates the given reaction. (1) Reactant: [CH:1]1([S:4]([C:7]2[CH:12]=[CH:11][C:10]([CH:13]([O:29][CH:30]3[CH2:35][CH2:34][O:33][CH2:32][CH2:31]3)[C:14]([NH:16][C:17]3[N:22]=[C:21]([CH2:23][C:24]([O:26]CC)=[O:25])[CH:20]=[CH:19][CH:18]=3)=[O:15])=[CH:9][CH:8]=2)(=[O:6])=[O:5])[CH2:3][CH2:2]1.[Li+].[OH-]. Product: [CH:1]1([S:4]([C:7]2[CH:12]=[CH:11][C:10]([CH:13]([O:29][CH:30]3[CH2:31][CH2:32][O:33][CH2:34][CH2:35]3)[C:14]([NH:16][C:17]3[N:22]=[C:21]([CH2:23][C:24]([OH:26])=[O:25])[CH:20]=[CH:19][CH:18]=3)=[O:15])=[CH:9][CH:8]=2)(=[O:5])=[O:6])[CH2:2][CH2:3]1. The catalyst class is: 242. (2) Reactant: Cl.N1C=CC=CC=1.C[O:9][C:10]1[C:15](/[CH:16]=[CH:17]/[C:18]2[CH:23]=[CH:22][C:21]([N:24]3[CH2:29][CH2:28][N:27](C(OC(C)(C)C)=O)[CH2:26][CH2:25]3)=[CH:20][CH:19]=2)=[CH:14][C:13]([C:37]2[CH:42]=[CH:41][N:40]=[C:39]([NH:43][CH3:44])[N:38]=2)=[CH:12][N:11]=1.C(=O)(O)[O-].[Na+]. Product: [N:24]1([C:21]2[CH:20]=[CH:19][C:18]([CH:17]=[CH:16][C:15]3[C:10](=[O:9])[NH:11][CH:12]=[C:13]([C:37]4[CH:42]=[CH:41][N:40]=[C:39]([NH:43][CH3:44])[N:38]=4)[CH:14]=3)=[CH:23][CH:22]=2)[CH2:25][CH2:26][NH:27][CH2:28][CH2:29]1. The catalyst class is: 5.